From a dataset of Reaction yield outcomes from USPTO patents with 853,638 reactions. Predict the reaction yield, written as a fraction of the theoretical maximum amount of product (1.0 means a 100% yield; for example, 0.34 means a 34% yield). (1) The reactants are [C:1]([O:5][C:6]([NH:8][C@@H:9]([CH2:14][CH2:15][CH2:16][C@H:17]([CH2:27][CH2:28][S:29][CH3:30])[C@@H:18]([O:22][CH2:23][CH:24]([CH3:26])[CH3:25])[C@@H:19]([OH:21])[CH3:20])[C:10]([O:12]C)=[O:11])=[O:7])([CH3:4])([CH3:3])[CH3:2].O[Li].O. The catalyst is C1COCC1.O. The product is [C:1]([O:5][C:6]([NH:8][C@@H:9]([CH2:14][CH2:15][CH2:16][C@H:17]([CH2:27][CH2:28][S:29][CH3:30])[C@@H:18]([O:22][CH2:23][CH:24]([CH3:25])[CH3:26])[C@@H:19]([OH:21])[CH3:20])[C:10]([OH:12])=[O:11])=[O:7])([CH3:2])([CH3:4])[CH3:3]. The yield is 0.970. (2) The reactants are C[O:2][C:3](=O)[CH2:4][CH:5]1[C:14]2[C:9](=[CH:10][C:11]([S:15]([C:18]3[CH:23]=[CH:22][CH:21]=[CH:20][CH:19]=3)(=[O:17])=[O:16])=[CH:12][CH:13]=2)[CH2:8][CH2:7][CH2:6]1.[H-].[Al+3].[Li+].[H-].[H-].[H-].N1C=CC=CC=1.[CH3:37][S:38](Cl)(=[O:40])=[O:39].C([O-])(O)=O.[Na+]. The catalyst is CCOCC.C1COCC1.C(Cl)Cl.C1C=CC=CC=1. The product is [C:18]1([S:15]([C:11]2[CH:10]=[C:9]3[C:14](=[CH:13][CH:12]=2)[CH:5]([CH2:4][CH2:3][O:2][S:38]([CH3:37])(=[O:40])=[O:39])[CH2:6][CH2:7][CH2:8]3)(=[O:17])=[O:16])[CH:23]=[CH:22][CH:21]=[CH:20][CH:19]=1. The yield is 0.773. (3) The reactants are [F:1][C:2]1[C:3]([OH:12])=[CH:4][C:5]2[O:9][CH2:8][C:7](=[O:10])[C:6]=2[CH:11]=1.II.[I:15](O)(=O)=O. The catalyst is C(O)C.O. The product is [F:1][C:2]1[C:3]([OH:12])=[C:4]([I:15])[C:5]2[O:9][CH2:8][C:7](=[O:10])[C:6]=2[CH:11]=1. The yield is 0.770. (4) The reactants are [CH2:1]([O:3][C:4]([CH:6]1[CH2:11][CH2:10][N:9]([C:12]2[C:17]([N+:18]([O-:20])=[O:19])=[C:16](Cl)[N:15]=[CH:14][N:13]=2)[CH2:8][CH2:7]1)=[O:5])[CH3:2].[N:22]1([C:27]2[CH:32]=[CH:31][C:30]([OH:33])=[CH:29][CH:28]=2)[CH:26]=[CH:25][N:24]=[CH:23]1.C(=O)([O-])[O-].[K+].[K+]. The catalyst is CN(C=O)C. The product is [CH2:1]([O:3][C:4]([CH:6]1[CH2:11][CH2:10][N:9]([C:12]2[C:17]([N+:18]([O-:20])=[O:19])=[C:16]([O:33][C:30]3[CH:29]=[CH:28][C:27]([N:22]4[CH:26]=[CH:25][N:24]=[CH:23]4)=[CH:32][CH:31]=3)[N:15]=[CH:14][N:13]=2)[CH2:8][CH2:7]1)=[O:5])[CH3:2]. The yield is 0.920.